Dataset: NCI-60 drug combinations with 297,098 pairs across 59 cell lines. Task: Regression. Given two drug SMILES strings and cell line genomic features, predict the synergy score measuring deviation from expected non-interaction effect. (1) Drug 1: C1=C(C(=O)NC(=O)N1)N(CCCl)CCCl. Drug 2: CC1=C(C(CCC1)(C)C)C=CC(=CC=CC(=CC(=O)O)C)C. Cell line: SK-OV-3. Synergy scores: CSS=28.5, Synergy_ZIP=11.5, Synergy_Bliss=9.17, Synergy_Loewe=13.0, Synergy_HSA=11.4. (2) Cell line: SR. Drug 2: CS(=O)(=O)C1=CC(=C(C=C1)C(=O)NC2=CC(=C(C=C2)Cl)C3=CC=CC=N3)Cl. Synergy scores: CSS=73.8, Synergy_ZIP=1.39, Synergy_Bliss=3.32, Synergy_Loewe=-5.96, Synergy_HSA=4.91. Drug 1: CC1=C2C(C(=O)C3(C(CC4C(C3C(C(C2(C)C)(CC1OC(=O)C(C(C5=CC=CC=C5)NC(=O)OC(C)(C)C)O)O)OC(=O)C6=CC=CC=C6)(CO4)OC(=O)C)OC)C)OC.